Dataset: Forward reaction prediction with 1.9M reactions from USPTO patents (1976-2016). Task: Predict the product of the given reaction. (1) Given the reactants C1(C)C=CC(S(O)(=O)=O)=CC=1.[C:12]([C:16]1[CH:20]=[C:19]([NH:21][C:22]([NH:24][CH2:25][C:26]2[CH:31]=[CH:30][CH:29]=[CH:28][C:27]=2[CH2:32][O:33][C:34]2[CH:39]=[C:38]([CH3:40])[N:37]([CH2:41][C:42]3[CH:47]=[CH:46][C:45]([O:48][CH3:49])=[CH:44][CH:43]=3)[C:36](=[O:50])[C:35]=2[Cl:51])=[O:23])[N:18]([C:52]2[CH:57]=[CH:56][CH:55]=[C:54]([O:58][CH2:59][CH2:60][O:61]C3CCCCO3)[CH:53]=2)[N:17]=1)([CH3:15])([CH3:14])[CH3:13], predict the reaction product. The product is: [C:12]([C:16]1[CH:20]=[C:19]([NH:21][C:22]([NH:24][CH2:25][C:26]2[CH:31]=[CH:30][CH:29]=[CH:28][C:27]=2[CH2:32][O:33][C:34]2[CH:39]=[C:38]([CH3:40])[N:37]([CH2:41][C:42]3[CH:43]=[CH:44][C:45]([O:48][CH3:49])=[CH:46][CH:47]=3)[C:36](=[O:50])[C:35]=2[Cl:51])=[O:23])[N:18]([C:52]2[CH:57]=[CH:56][CH:55]=[C:54]([O:58][CH2:59][CH2:60][OH:61])[CH:53]=2)[N:17]=1)([CH3:13])([CH3:14])[CH3:15]. (2) The product is: [Br:1][C:2]1[C:7]2[N:8]=[C:9]([CH3:23])[N:10]([CH2:11][C:12]3[CH:17]=[CH:16][CH:15]=[C:14]([C:18]([F:19])([F:21])[F:20])[C:13]=3[CH3:22])[C:6]=2[CH:5]=[C:4]([N:24]2[CH2:30][CH2:29][O:28][CH2:27][CH2:26]2)[CH:3]=1. Given the reactants [Br:1][C:2]1[C:7]2[N:8]=[C:9]([CH3:23])[N:10]([CH2:11][C:12]3[CH:17]=[CH:16][CH:15]=[C:14]([C:18]([F:21])([F:20])[F:19])[C:13]=3[CH3:22])[C:6]=2[CH:5]=[C:4]([NH2:24])[CH:3]=1.Br[CH2:26][CH2:27][O:28][CH2:29][CH2:30]Br.CCN(C(C)C)C(C)C, predict the reaction product. (3) Given the reactants [CH3:1][NH:2][CH3:3].[F:4][C:5]([F:39])([F:38])[C:6]1[CH:7]=[C:8]([CH:31]=[C:32]([C:34]([F:37])([F:36])[F:35])[CH:33]=1)[CH2:9][N:10]1[C:14](Cl)=[C:13]([C:16]([N:18]2[CH2:23][CH2:22][CH2:21][CH:20]([C:24]3[CH:29]=[CH:28][CH:27]=[CH:26][C:25]=3[Cl:30])[CH2:19]2)=[O:17])[N:12]=[N:11]1, predict the reaction product. The product is: [F:37][C:34]([F:36])([F:35])[C:32]1[CH:31]=[C:8]([CH:7]=[C:6]([C:5]([F:38])([F:39])[F:4])[CH:33]=1)[CH2:9][N:10]1[C:14]([N:2]([CH3:3])[CH3:1])=[C:13]([C:16]([N:18]2[CH2:23][CH2:22][CH2:21][CH:20]([C:24]3[CH:29]=[CH:28][CH:27]=[CH:26][C:25]=3[Cl:30])[CH2:19]2)=[O:17])[N:12]=[N:11]1. (4) The product is: [CH3:1][C:2]1[CH:7]=[CH:6][C:5]([CH:8]([C:10]2[CH:15]=[CH:14][C:13]([CH3:16])=[CH:12][CH:11]=2)[N:17]2[CH2:21][CH2:20][CH2:19][CH2:18]2)=[CH:4][CH:3]=1. Given the reactants [CH3:1][C:2]1[CH:7]=[CH:6][C:5]([CH:8]([C:10]2[CH:15]=[CH:14][C:13]([CH3:16])=[CH:12][CH:11]=2)O)=[CH:4][CH:3]=1.[NH:17]1[CH2:21][CH2:20][CH2:19][CH2:18]1.C(=O)([O-])O.[Na+], predict the reaction product. (5) Given the reactants Cl[C:2]1[N:7]=[C:6]([NH:8][C:9]2[CH:10]=[C:11]3[C:15](=[CH:16][CH:17]=2)[NH:14][N:13]=[CH:12]3)[CH:5]=[CH:4][N:3]=1.[CH:18]1([NH:21][C:22](=[O:41])[CH2:23][O:24][C:25]2[CH:30]=[CH:29][C:28]([F:31])=[C:27](B3OC(C)(C)C(C)(C)O3)[CH:26]=2)[CH2:20][CH2:19]1.CC([O-])=O.[K+], predict the reaction product. The product is: [NH:14]1[C:15]2[C:11](=[CH:10][C:9]([NH:8][C:6]3[CH:5]=[CH:4][N:3]=[C:2]([C:27]4[CH:26]=[C:25]([CH:30]=[CH:29][C:28]=4[F:31])[O:24][CH2:23][C:22]([NH:21][CH:18]4[CH2:19][CH2:20]4)=[O:41])[N:7]=3)=[CH:17][CH:16]=2)[CH:12]=[N:13]1.